Predict the reactants needed to synthesize the given product. From a dataset of Full USPTO retrosynthesis dataset with 1.9M reactions from patents (1976-2016). (1) Given the product [Br:1][C:2]1[CH:3]=[C:4]([CH:5]=[CH:6][CH:7]=1)[O:8][Si:18]([C:14]([CH3:17])([CH3:16])[CH3:15])([CH3:20])[CH3:19], predict the reactants needed to synthesize it. The reactants are: [Br:1][C:2]1[CH:3]=[C:4]([OH:8])[CH:5]=[CH:6][CH:7]=1.N1C=CN=C1.[C:14]([Si:18](Cl)([CH3:20])[CH3:19])([CH3:17])([CH3:16])[CH3:15]. (2) Given the product [Cl:1][C:2]1[CH:27]=[CH:26][C:5]2[NH:6][C:7]([S:9][C:10]3[C:18]4[NH:17][CH:16]=[C:15]([S:19]([CH3:22])(=[O:20])=[O:21])[C:14]=4[C:13]([NH2:23])=[CH:12][CH:11]=3)=[N:8][C:4]=2[CH:3]=1, predict the reactants needed to synthesize it. The reactants are: [Cl:1][C:2]1[CH:27]=[CH:26][C:5]2[NH:6][C:7]([S:9][C:10]3[CH:11]=[CH:12][C:13]([N+:23]([O-])=O)=[C:14]4[C:18]=3[NH:17][CH:16]=[C:15]4[S:19]([CH3:22])(=[O:21])=[O:20])=[N:8][C:4]=2[CH:3]=1.[Sn](Cl)Cl. (3) Given the product [F:31][C:28]1[CH:27]=[CH:26][C:25]([CH2:24][O:23][C:18]2[CH:19]=[CH:20][CH:21]=[CH:22][C:17]=2[C:12]2[N:11]([C:7]3[CH:6]=[C:5]([CH:10]=[CH:9][CH:8]=3)[C:4]([OH:32])=[O:3])[C:15]([CH3:16])=[CH:14][CH:13]=2)=[CH:30][CH:29]=1, predict the reactants needed to synthesize it. The reactants are: C([O:3][C:4](=[O:32])[C:5]1[CH:10]=[CH:9][CH:8]=[C:7]([N:11]2[C:15]([CH3:16])=[CH:14][CH:13]=[C:12]2[C:17]2[CH:22]=[CH:21][CH:20]=[CH:19][C:18]=2[O:23][CH2:24][C:25]2[CH:30]=[CH:29][C:28]([F:31])=[CH:27][CH:26]=2)[CH:6]=1)C.[OH-].[Na+]. (4) Given the product [C:41]([C:40]1[CH:43]=[CH:44][C:37]([NH:36][CH2:35][CH2:34][NH:33][C:2]2[N:7]3[N:8]=[C:9]([C:11]([O:13][CH2:14][CH3:15])=[O:12])[N:10]=[C:6]3[CH:5]=[C:4]([C:16]3[CH:21]=[CH:20][C:19]([C:22]([F:25])([F:24])[F:23])=[CH:18][CH:17]=3)[N:3]=2)=[N:38][CH:39]=1)#[N:42], predict the reactants needed to synthesize it. The reactants are: Cl[C:2]1[N:7]2[N:8]=[C:9]([C:11]([O:13][CH2:14][CH3:15])=[O:12])[N:10]=[C:6]2[CH:5]=[C:4]([C:16]2[CH:21]=[CH:20][C:19]([C:22]([F:25])([F:24])[F:23])=[CH:18][CH:17]=2)[N:3]=1.FC(F)(F)C(O)=O.[NH2:33][CH2:34][CH2:35][NH:36][C:37]1[CH:44]=[CH:43][C:40]([C:41]#[N:42])=[CH:39][N:38]=1.CCN(C(C)C)C(C)C. (5) Given the product [CH3:22][O:21][C:18]1[CH:19]=[CH:20][C:15]([N:13]([CH3:14])[C:11]2[C:10]3[C:5](=[CH:6][CH:7]=[CH:8][CH:9]=3)[N:4]=[C:3]([NH:23][CH2:24][CH2:25][CH2:26][OH:27])[N:12]=2)=[CH:16][CH:17]=1, predict the reactants needed to synthesize it. The reactants are: Cl.Cl[C:3]1[N:12]=[C:11]([N:13]([C:15]2[CH:20]=[CH:19][C:18]([O:21][CH3:22])=[CH:17][CH:16]=2)[CH3:14])[C:10]2[C:5](=[CH:6][CH:7]=[CH:8][CH:9]=2)[N:4]=1.[NH2:23][CH2:24][CH2:25][CH2:26][OH:27].C(Cl)(Cl)Cl. (6) Given the product [C:26]1([C:2]2[S:25][C:5]3[CH2:6][CH2:7][C:8]4[CH:9]=[N:10][C:11]([NH:14][C:15]5[CH:16]=[C:17]([S:21]([NH2:24])(=[O:23])=[O:22])[CH:18]=[CH:19][CH:20]=5)=[N:12][C:13]=4[C:4]=3[CH:3]=2)[CH:31]=[CH:30][CH:29]=[CH:28][CH:27]=1, predict the reactants needed to synthesize it. The reactants are: Br[C:2]1[S:25][C:5]2[CH2:6][CH2:7][C:8]3[CH:9]=[N:10][C:11]([NH:14][C:15]4[CH:16]=[C:17]([S:21]([NH2:24])(=[O:23])=[O:22])[CH:18]=[CH:19][CH:20]=4)=[N:12][C:13]=3[C:4]=2[CH:3]=1.[C:26]1(B(O)O)[CH:31]=[CH:30][CH:29]=[CH:28][CH:27]=1.C([O-])([O-])=O.[Na+].[Na+].CCO.O.